From a dataset of Forward reaction prediction with 1.9M reactions from USPTO patents (1976-2016). Predict the product of the given reaction. Given the reactants [Cl:1][C:2]1[C:3]2[CH:10]=[CH:9][NH:8][C:4]=2[N:5]=[CH:6][N:7]=1.[H-].[Na+].Cl[CH2:14][C:15]1[C:16]([C:26]2[CH:31]=[CH:30][CH:29]=[CH:28][C:27]=2[Cl:32])=[N:17][C:18]2[C:23]([CH:24]=1)=[CH:22][CH:21]=[CH:20][C:19]=2[CH3:25], predict the reaction product. The product is: [Cl:1][C:2]1[C:3]2[CH:10]=[CH:9][N:8]([CH2:14][C:15]3[C:16]([C:26]4[CH:31]=[CH:30][CH:29]=[CH:28][C:27]=4[Cl:32])=[N:17][C:18]4[C:23]([CH:24]=3)=[CH:22][CH:21]=[CH:20][C:19]=4[CH3:25])[C:4]=2[N:5]=[CH:6][N:7]=1.